The task is: Predict the product of the given reaction.. This data is from Forward reaction prediction with 1.9M reactions from USPTO patents (1976-2016). (1) Given the reactants [C:1]([O:5][C:6]([N:8]1[CH2:13][CH2:12][N:11]([C:14]2[CH:23]=[C:22]3[C:17]([CH2:18][CH2:19][NH:20][C:21]3=[O:24])=[CH:16][CH:15]=2)[CH2:10][CH2:9]1)=[O:7])([CH3:4])([CH3:3])[CH3:2].[Cl:25]N1C(=O)CCC1=O.CC(N=NC(C#N)(C)C)(C#N)C.C(Cl)(Cl)Cl, predict the reaction product. The product is: [C:1]([O:5][C:6]([N:8]1[CH2:9][CH2:10][N:11]([C:14]2[C:23]([Cl:25])=[C:22]3[C:17]([CH2:18][CH2:19][NH:20][C:21]3=[O:24])=[CH:16][CH:15]=2)[CH2:12][CH2:13]1)=[O:7])([CH3:4])([CH3:2])[CH3:3]. (2) Given the reactants [CH2:1]([C:7]([OH:9])=[O:8])[C@H:2]([OH:6])[C:3]([OH:5])=[O:4].O.[C:11]1(C)[CH:16]=CC(S(O)(=O)=O)=C[CH:12]=1, predict the reaction product. The product is: [CH3:12][C:11]1([CH3:16])[O:6][C@@H:2]([CH2:1][C:7]([OH:9])=[O:8])[C:3](=[O:5])[O:4]1. (3) Given the reactants Cl.[F:2][C:3]1[CH:11]=[C:10]2[C:6]([C:7]([C:21]3[CH:22]=[N:23][N:24]([CH:26]4[CH2:31][CH2:30][NH:29][CH2:28][CH2:27]4)[CH:25]=3)=[CH:8][N:9]2[S:12]([C:15]2[CH:20]=[CH:19][CH:18]=[CH:17][CH:16]=2)(=[O:14])=[O:13])=[CH:5][CH:4]=1.CCN(CC)CC.C[Si]([N:43]=[C:44]=[O:45])(C)C, predict the reaction product. The product is: [F:2][C:3]1[CH:11]=[C:10]2[C:6]([C:7]([C:21]3[CH:22]=[N:23][N:24]([CH:26]4[CH2:31][CH2:30][N:29]([C:44]([NH2:43])=[O:45])[CH2:28][CH2:27]4)[CH:25]=3)=[CH:8][N:9]2[S:12]([C:15]2[CH:16]=[CH:17][CH:18]=[CH:19][CH:20]=2)(=[O:13])=[O:14])=[CH:5][CH:4]=1. (4) Given the reactants [CH3:1][O:2][C:3](=[O:21])[C:4]1[CH:9]=[CH:8][C:7]([NH:10][CH:11]2[CH2:16][CH2:15][CH2:14][CH2:13][CH2:12]2)=[C:6]([N+:17]([O-])=O)[C:5]=1[CH3:20], predict the reaction product. The product is: [CH3:1][O:2][C:3](=[O:21])[C:4]1[CH:9]=[CH:8][C:7]([NH:10][CH:11]2[CH2:16][CH2:15][CH2:14][CH2:13][CH2:12]2)=[C:6]([NH2:17])[C:5]=1[CH3:20]. (5) Given the reactants C([N-]C(C)C)(C)C.[Li+].[CH2:9]([O:11][C:12](=[O:23])[CH2:13][C:14]1[CH:19]=[CH:18][C:17]([N+:20]([O-:22])=[O:21])=[CH:16][CH:15]=1)[CH3:10].I[CH2:25][CH:26]1[CH2:30][CH2:29][CH2:28][CH2:27]1, predict the reaction product. The product is: [CH2:9]([O:11][C:12](=[O:23])[CH:13]([C:14]1[CH:19]=[CH:18][C:17]([N+:20]([O-:22])=[O:21])=[CH:16][CH:15]=1)[CH2:25][CH:26]1[CH2:30][CH2:29][CH2:28][CH2:27]1)[CH3:10]. (6) Given the reactants [H-].[Na+].[O:3]1[CH2:7][C:6](=O)[N:5]=[C-:4]1.[C:9]([O:13][C:14]([N:16]1[CH2:21][CH2:20][N:19]([C:22]([O:24][C:25]([CH3:28])([CH3:27])[CH3:26])=[O:23])[CH2:18][CH:17]1[CH2:29][CH2:30]OS(C1C=CC(C)=CC=1)(=O)=O)=[O:15])([CH3:12])([CH3:11])[CH3:10].CN(C)C=[O:45], predict the reaction product. The product is: [C:9]([O:13][C:14]([N:16]1[CH2:21][CH2:20][N:19]([C:22]([O:24][C:25]([CH3:28])([CH3:27])[CH3:26])=[O:23])[CH2:18][CH:17]1[CH2:29][CH2:30][N:5]1[CH2:6][CH2:7][O:3][C:4]1=[O:45])=[O:15])([CH3:12])([CH3:11])[CH3:10]. (7) Given the reactants [CH3:1][O:2][C:3]([C:5]1[N:6]=[CH:7][NH:8][CH:9]=1)=[O:4].I[C:11]1[CH:16]=[CH:15][CH:14]=[CH:13][CH:12]=1.N1C2C(=CC=C3C=2N=CC=C3)C=CC=1.C(=O)([O-])[O-].[Cs+].[Cs+], predict the reaction product. The product is: [CH3:1][O:2][C:3]([C:5]1[N:6]=[CH:7][N:8]([C:11]2[CH:16]=[CH:15][CH:14]=[CH:13][CH:12]=2)[CH:9]=1)=[O:4]. (8) Given the reactants [CH:1]1([N:6]2[CH2:12][C:11]([F:14])([F:13])[C:10](=[O:15])[N:9]([CH3:16])[C:8]3[CH:17]=[N:18][C:19]([NH:21][C:22]4[CH:30]=[CH:29][C:25]([C:26]([OH:28])=O)=[CH:24][C:23]=4[C:31]([F:34])([F:33])[F:32])=[N:20][C:7]2=3)[CH2:5][CH2:4][CH2:3][CH2:2]1.ON1C2C=CC=CC=2N=N1.F[P-](F)(F)(F)(F)F.CN(C(N(C)C)=[N+]1C2C=CC=CC=2[N+]([O-])=N1)C.C(N(C(C)C)CC)(C)C.[CH3:78][N:79]([CH3:84])[CH2:80][CH2:81][CH2:82][NH2:83], predict the reaction product. The product is: [CH:1]1([N:6]2[CH2:12][C:11]([F:14])([F:13])[C:10](=[O:15])[N:9]([CH3:16])[C:8]3[CH:17]=[N:18][C:19]([NH:21][C:22]4[CH:30]=[CH:29][C:25]([C:26]([NH:83][CH2:82][CH2:81][CH2:80][N:79]([CH3:84])[CH3:78])=[O:28])=[CH:24][C:23]=4[C:31]([F:34])([F:33])[F:32])=[N:20][C:7]2=3)[CH2:2][CH2:3][CH2:4][CH2:5]1.